This data is from Catalyst prediction with 721,799 reactions and 888 catalyst types from USPTO. The task is: Predict which catalyst facilitates the given reaction. (1) Reactant: [F:1][C:2]1[CH:10]=[C:9]2[C:5]([C:6](I)=[N:7][NH:8]2)=[CH:4][CH:3]=1.[H-].[Na+].C([Mg]Cl)(C)C.[CH2:19]([Sn:23]([CH2:29][CH2:30][CH2:31][CH3:32])([CH2:25][CH2:26][CH2:27][CH3:28])Cl)[CH2:20][CH2:21][CH3:22]. Product: [F:1][C:2]1[CH:10]=[C:9]2[C:5]([C:6]([Sn:23]([CH2:25][CH2:26][CH2:27][CH3:28])([CH2:29][CH2:30][CH2:31][CH3:32])[CH2:19][CH2:20][CH2:21][CH3:22])=[N:7][NH:8]2)=[CH:4][CH:3]=1. The catalyst class is: 1. (2) Reactant: [CH:1]1([C:4]([C:6](=[CH:12]N(C)C)[C:7]([O:9][CH2:10][CH3:11])=[O:8])=O)[CH2:3][CH2:2]1.S(O)(O)(=O)=O.[CH3:21][S:22][C:23](=[NH:25])[NH2:24].C([O-])(=O)C.[Na+].O. The catalyst class is: 3. Product: [CH:1]1([C:4]2[C:6]([C:7]([O:9][CH2:10][CH3:11])=[O:8])=[CH:12][N:24]=[C:23]([S:22][CH3:21])[N:25]=2)[CH2:3][CH2:2]1.